From a dataset of Full USPTO retrosynthesis dataset with 1.9M reactions from patents (1976-2016). Predict the reactants needed to synthesize the given product. (1) Given the product [F:57][C:20]([F:19])([F:56])[C:21]1[CH:22]=[C:23]([C@H:31]([O:33][C@H:34]2[CH2:38][N:37]([C:39]([O:41][C:42]([CH3:44])([CH3:43])[CH3:45])=[O:40])[C@@H:36]([CH2:46][CH:47]([OH:48])[CH2:2][C:1]([O:4][C:5]([CH3:8])([CH3:7])[CH3:6])=[O:3])[C@@H:35]2[C:49]2[CH:54]=[CH:53][C:52]([F:55])=[CH:51][CH:50]=2)[CH3:32])[CH:24]=[C:25]([C:27]([F:28])([F:29])[F:30])[CH:26]=1, predict the reactants needed to synthesize it. The reactants are: [C:1]([O:4][C:5]([CH3:8])([CH3:7])[CH3:6])(=[O:3])[CH3:2].[Li+].C[Si]([N-][Si](C)(C)C)(C)C.[F:19][C:20]([F:57])([F:56])[C:21]1[CH:22]=[C:23]([C@H:31]([O:33][C@H:34]2[CH2:38][N:37]([C:39]([O:41][C:42]([CH3:45])([CH3:44])[CH3:43])=[O:40])[C@@H:36]([CH2:46][CH:47]=[O:48])[C@@H:35]2[C:49]2[CH:54]=[CH:53][C:52]([F:55])=[CH:51][CH:50]=2)[CH3:32])[CH:24]=[C:25]([C:27]([F:30])([F:29])[F:28])[CH:26]=1. (2) Given the product [CH3:1][O:2][C:3]1[CH:4]=[C:5]2[C:9](=[CH:10][CH:11]=1)[NH:8][C:7]([C:12]1[C:16]([C:17]([F:19])([F:18])[F:20])=[CH:15][N:14]([CH3:21])[N:13]=1)=[C:6]2/[CH:22]=[C:35]1\[O:36][C:32]2[CH:31]=[CH:30][C:29]([NH:28][C:26]([NH:25][CH3:24])=[O:27])=[CH:38][C:33]=2[C:34]\1=[O:37], predict the reactants needed to synthesize it. The reactants are: [CH3:1][O:2][C:3]1[CH:4]=[C:5]2[C:9](=[CH:10][CH:11]=1)[NH:8][C:7]([C:12]1[C:16]([C:17]([F:20])([F:19])[F:18])=[CH:15][N:14]([CH3:21])[N:13]=1)=[C:6]2[CH:22]=O.[CH3:24][NH:25][C:26]([NH:28][C:29]1[CH:30]=[CH:31][C:32]2[O:36][CH2:35][C:34](=[O:37])[C:33]=2[CH:38]=1)=[O:27].C([O-])([O-])=O.[Na+].[Na+]. (3) Given the product [ClH:44].[S:1]1[CH:5]=[CH:4][C:3]2[C:6]([N:10]3[CH2:11][CH2:12][N:13]([CH2:16][CH2:17][CH2:18][O:19][C:20]4[C:25]([CH3:26])=[CH:24][C:23]([NH:27][S:41]([CH2:39][CH3:40])(=[O:43])=[O:42])=[CH:22][C:21]=4[O:28][CH3:29])[CH2:14][CH2:15]3)=[CH:7][CH:8]=[CH:9][C:2]1=2, predict the reactants needed to synthesize it. The reactants are: [S:1]1[CH:5]=[CH:4][C:3]2[C:6]([N:10]3[CH2:15][CH2:14][N:13]([CH2:16][CH2:17][CH2:18][O:19][C:20]4[C:25]([CH3:26])=[CH:24][C:23]([NH2:27])=[CH:22][C:21]=4[O:28][CH3:29])[CH2:12][CH2:11]3)=[CH:7][CH:8]=[CH:9][C:2]1=2.C(N(C(C)C)C(C)C)C.[CH2:39]([S:41]([Cl:44])(=[O:43])=[O:42])[CH3:40].[OH-].[Na+].